The task is: Binary Classification. Given a miRNA mature sequence and a target amino acid sequence, predict their likelihood of interaction.. This data is from Experimentally validated miRNA-target interactions with 360,000+ pairs, plus equal number of negative samples. The miRNA is hsa-miR-4519 with sequence CAGCAGUGCGCAGGGCUG. The protein sequence of the target gene is MSAQAQMRALLDQLMGTARDGDETRQRVKFTDDRVCKSHLLDCCPHDILAGTRMDLGECTKIHDLALRADYEIASKERDLFFELDAMDHLESFIAECDRRTELAKKRLAETQEEISAEVSAKAEKVHELNEEIGKLLAKAEQLGAEGNVDESQKILMEVEKVRAKKKEAEEEYRNSMPASSFQQQKLRVCEVCSAYLGLHDNDRRLADHFGGKLHLGFIQIREKLDQLRKTVAEKQEKRNQDRLRRREEREREERLGRRSGSRTRDRRRSRSRDRRRRRSRSTSRERRKFSRSRSRDRYR.... Result: 0 (no interaction).